Dataset: NCI-60 drug combinations with 297,098 pairs across 59 cell lines. Task: Regression. Given two drug SMILES strings and cell line genomic features, predict the synergy score measuring deviation from expected non-interaction effect. (1) Synergy scores: CSS=6.41, Synergy_ZIP=-0.620, Synergy_Bliss=7.39, Synergy_Loewe=-2.29, Synergy_HSA=1.01. Drug 2: C(CCl)NC(=O)N(CCCl)N=O. Cell line: SK-MEL-5. Drug 1: C1CCC(CC1)NC(=O)N(CCCl)N=O. (2) Drug 1: C1=NC2=C(N1)C(=S)N=CN2. Drug 2: CC1=C(C(=O)C2=C(C1=O)N3CC4C(C3(C2COC(=O)N)OC)N4)N. Cell line: HOP-62. Synergy scores: CSS=52.1, Synergy_ZIP=-7.71, Synergy_Bliss=-10.1, Synergy_Loewe=-7.01, Synergy_HSA=-3.73. (3) Drug 1: CCCS(=O)(=O)NC1=C(C(=C(C=C1)F)C(=O)C2=CNC3=C2C=C(C=N3)C4=CC=C(C=C4)Cl)F. Drug 2: C1CN1P(=S)(N2CC2)N3CC3. Cell line: SF-295. Synergy scores: CSS=11.9, Synergy_ZIP=-7.30, Synergy_Bliss=-4.46, Synergy_Loewe=-12.4, Synergy_HSA=-4.55. (4) Drug 1: CC1=C(C=C(C=C1)NC(=O)C2=CC=C(C=C2)CN3CCN(CC3)C)NC4=NC=CC(=N4)C5=CN=CC=C5. Drug 2: CN1C2=C(C=C(C=C2)N(CCCl)CCCl)N=C1CCCC(=O)O.Cl. Cell line: RPMI-8226. Synergy scores: CSS=2.95, Synergy_ZIP=-2.84, Synergy_Bliss=-4.85, Synergy_Loewe=-6.46, Synergy_HSA=-7.95. (5) Drug 1: C1=NC2=C(N=C(N=C2N1C3C(C(C(O3)CO)O)O)F)N. Drug 2: CCN(CC)CCCC(C)NC1=C2C=C(C=CC2=NC3=C1C=CC(=C3)Cl)OC. Cell line: MALME-3M. Synergy scores: CSS=7.93, Synergy_ZIP=-3.75, Synergy_Bliss=0.940, Synergy_Loewe=-2.35, Synergy_HSA=-0.420. (6) Drug 1: C1CN1C2=NC(=NC(=N2)N3CC3)N4CC4. Drug 2: CC1C(C(CC(O1)OC2CC(CC3=C2C(=C4C(=C3O)C(=O)C5=C(C4=O)C(=CC=C5)OC)O)(C(=O)C)O)N)O.Cl. Cell line: OVCAR-8. Synergy scores: CSS=38.4, Synergy_ZIP=-13.6, Synergy_Bliss=-5.28, Synergy_Loewe=-4.08, Synergy_HSA=-1.55.